This data is from Reaction yield outcomes from USPTO patents with 853,638 reactions. The task is: Predict the reaction yield, written as a fraction of the theoretical maximum amount of product (1.0 means a 100% yield; for example, 0.34 means a 34% yield). (1) The reactants are [Br:1][C:2]1[CH:3]=[C:4]([CH:6]=[CH:7][C:8]=1[F:9])[NH2:5].Cl[C:11]1[N:16]=[C:15]([C:17]([F:20])([F:19])[F:18])[CH:14]=[CH:13][N:12]=1.O1CCOCC1.CC1C=CC(S(O)(=O)=O)=CC=1. The catalyst is C(OCC)(=O)C. The product is [Br:1][C:2]1[CH:3]=[C:4]([NH:5][C:11]2[N:16]=[C:15]([C:17]([F:20])([F:19])[F:18])[CH:14]=[CH:13][N:12]=2)[CH:6]=[CH:7][C:8]=1[F:9]. The yield is 0.890. (2) The reactants are [Cl:1][C:2]1[C:3]([CH2:8][C:9]([NH:11][C:12]2[CH:17]=[CH:16][CH:15]=[C:14]([B:18]3[O:22][C:21]([CH3:24])([CH3:23])[C:20]([CH3:26])([CH3:25])[O:19]3)[C:13]=2[CH3:27])=[O:10])=[N:4][CH:5]=[CH:6][CH:7]=1.C1N=CN([C:33](N2C=NC=C2)=[O:34])C=1. The catalyst is C1(C)C=CC=CC=1.CCOC(C)=O. The product is [Cl:1][C:2]1[C:3]2[N:4]([C:33](=[O:34])[N:11]([C:12]3[CH:17]=[CH:16][CH:15]=[C:14]([B:18]4[O:22][C:21]([CH3:23])([CH3:24])[C:20]([CH3:26])([CH3:25])[O:19]4)[C:13]=3[CH3:27])[C:9](=[O:10])[CH:8]=2)[CH:5]=[CH:6][CH:7]=1. The yield is 0.650. (3) The reactants are [Cl:1][C:2]1[C:7]([O:8][C:9]2[C:14]([C:15]([F:18])([F:17])[F:16])=[CH:13][CH:12]=[CH:11][N:10]=2)=[CH:6][C:5]([N:19]=[C:20]2[N:28]3[N:23]([CH2:24][CH2:25][CH2:26][CH2:27]3)[C:22](=[O:29])[S:21]2)=[C:4]([F:30])[CH:3]=1.C[O-].[Na+]. The catalyst is CO. The product is [Cl:1][C:2]1[C:7]([O:8][C:9]2[C:14]([C:15]([F:16])([F:17])[F:18])=[CH:13][CH:12]=[CH:11][N:10]=2)=[CH:6][C:5]([N:19]2[C:22](=[O:29])[N:23]3[CH2:24][CH2:25][CH2:26][CH2:27][N:28]3[C:20]2=[S:21])=[C:4]([F:30])[CH:3]=1. The yield is 1.00. (4) The reactants are [NH2:1][C:2]1[CH:40]=[CH:39][C:5]([O:6][C:7]2[CH:12]=[CH:11][N:10]=[C:9]3[N:13](CC4C=CC(OC)=CC=4)[N:14]=[C:15]([NH:16][CH:17]4[CH2:22][CH2:21][N:20](C(OC(C)(C)C)=O)[CH2:19][CH2:18]4)[C:8]=23)=[C:4]([F:41])[CH:3]=1.[F:42][C:43]1[CH:48]=[CH:47][C:46]([N:49]2[C:54](=[O:55])[C:53]([C:56]([OH:58])=O)=[CH:52][CH:51]=[N:50]2)=[CH:45][CH:44]=1. No catalyst specified. The product is [F:41][C:4]1[CH:3]=[C:2]([NH:1][C:56]([C:53]2[C:54](=[O:55])[N:49]([C:46]3[CH:45]=[CH:44][C:43]([F:42])=[CH:48][CH:47]=3)[N:50]=[CH:51][CH:52]=2)=[O:58])[CH:40]=[CH:39][C:5]=1[O:6][C:7]1[CH:12]=[CH:11][N:10]=[C:9]2[NH:13][N:14]=[C:15]([NH:16][CH:17]3[CH2:18][CH2:19][NH:20][CH2:21][CH2:22]3)[C:8]=12. The yield is 0.340. (5) The reactants are [Cl:1][C:2]1[CH:7]=[CH:6][C:5]([NH:8][C:9](=[O:14])[C:10]([CH3:13])([CH3:12])[CH3:11])=[C:4]([CH:15]([OH:22])[C:16]2[CH:17]=[N:18][CH:19]=[CH:20][CH:21]=2)[CH:3]=1. The catalyst is N1C=CC=CC=1.CCOC(C)=O.O. The product is [Cl:1][C:2]1[CH:7]=[CH:6][C:5]([NH:8][C:9](=[O:14])[C:10]([CH3:13])([CH3:12])[CH3:11])=[C:4]([C:15]([C:16]2[CH:17]=[N:18][CH:19]=[CH:20][CH:21]=2)=[O:22])[CH:3]=1. The yield is 0.700. (6) The reactants are [Cl:1][CH2:2][CH:3]([C:5]1[CH:6]=[C:7]2[C:12](=[CH:13][CH:14]=1)[NH:11][C:10](=[O:15])[CH2:9][CH2:8]2)[OH:4].N1C=CN=C1.[Si:21](Cl)([C:24]([CH3:27])([CH3:26])[CH3:25])([CH3:23])[CH3:22].O. The catalyst is CN(C=O)C. The product is [Si:21]([O:4][CH:3]([C:5]1[CH:6]=[C:7]2[C:12](=[CH:13][CH:14]=1)[NH:11][C:10](=[O:15])[CH2:9][CH2:8]2)[CH2:2][Cl:1])([C:24]([CH3:27])([CH3:26])[CH3:25])([CH3:23])[CH3:22]. The yield is 0.690. (7) The yield is 0.790. The catalyst is Cl. The reactants are [Br:1][C:2]1[C:18]([CH3:19])=[C:17]([N+:20]([O-:22])=[O:21])[CH:16]=[C:15]([Br:23])[C:3]=1[O:4][C:5]1[CH:10]=[CH:9][C:8]([OH:11])=[C:7]([CH:12]([CH3:14])[CH3:13])[CH:6]=1.[C:24](O)(C(F)(F)F)=[O:25]. The product is [Br:1][C:2]1[C:18]([CH3:19])=[C:17]([N+:20]([O-:22])=[O:21])[CH:16]=[C:15]([Br:23])[C:3]=1[O:4][C:5]1[CH:6]=[C:7]([CH:12]([CH3:14])[CH3:13])[C:8]([OH:11])=[C:9]([CH:10]=1)[CH:24]=[O:25]. (8) The reactants are [Br:1][C:2]1[CH:7]=[CH:6][C:5]([C@@H:8]2[CH2:10][O:9]2)=[CH:4][CH:3]=1.[NH:11]1[CH2:15][CH2:14][CH2:13][CH2:12]1.O.[O-2].[O-2].[O-2].O=[Si]=O.O=[Si]=O.O=[Si]=O.O=[Si]=O.[Al+3].[Al+3]. The catalyst is C(Cl)Cl. The product is [Br:1][C:2]1[CH:7]=[CH:6][C:5]([C@@H:8]([OH:9])[CH2:10][N:11]2[CH2:15][CH2:14][CH2:13][CH2:12]2)=[CH:4][CH:3]=1. The yield is 0.430. (9) The reactants are [Cl:1][C:2]1[N:3]=[CH:4][C:5]([NH:16][CH2:17][CH:18]2[CH2:23][CH2:22][O:21][CH2:20][CH2:19]2)=[N:6][C:7]=1[C:8]1[C:13]([Cl:14])=[CH:12][N:11]=[C:10](F)[CH:9]=1.[C@H:24]1([NH2:31])[CH2:29][CH2:28][C@H:27]([NH2:30])[CH2:26][CH2:25]1. The catalyst is CS(C)=O. The product is [Cl:14][C:13]1[C:8]([C:7]2[C:2]([Cl:1])=[N:3][CH:4]=[C:5]([NH:16][CH2:17][CH:18]3[CH2:23][CH2:22][O:21][CH2:20][CH2:19]3)[N:6]=2)=[CH:9][C:10]([NH:30][C@H:27]2[CH2:28][CH2:29][C@H:24]([NH2:31])[CH2:25][CH2:26]2)=[N:11][CH:12]=1. The yield is 0.486.